Dataset: Catalyst prediction with 721,799 reactions and 888 catalyst types from USPTO. Task: Predict which catalyst facilitates the given reaction. (1) Reactant: [Cl:1][C:2]1[CH:3]=[C:4]([C:12]2[S:13][C:14]([C:17]3[C:18]([CH2:32][CH3:33])=[C:19]([CH2:23][CH2:24][N:25]([CH3:31])[CH2:26][C:27]([O:29]C)=[O:28])[CH:20]=[CH:21][CH:22]=3)=[CH:15][N:16]=2)[CH:5]=[CH:6][C:7]=1[O:8][CH:9]([CH3:11])[CH3:10].[OH-].[Na+]. The catalyst class is: 252. Product: [Cl:1][C:2]1[CH:3]=[C:4]([C:12]2[S:13][C:14]([C:17]3[C:18]([CH2:32][CH3:33])=[C:19]([CH2:23][CH2:24][N:25]([CH3:31])[CH2:26][C:27]([OH:29])=[O:28])[CH:20]=[CH:21][CH:22]=3)=[CH:15][N:16]=2)[CH:5]=[CH:6][C:7]=1[O:8][CH:9]([CH3:11])[CH3:10]. (2) Reactant: [O:1]1[CH2:4][C:3](=[O:5])[CH2:2]1.C[Li].[CH3:8]COCC.Cl[C:14]([O:16][C:17]1[CH:22]=[CH:21][C:20]([N+:23]([O-:25])=[O:24])=[CH:19][CH:18]=1)=[O:15]. Product: [C:14](=[O:15])([O:16][C:17]1[CH:22]=[CH:21][C:20]([N+:23]([O-:25])=[O:24])=[CH:19][CH:18]=1)[O:5][C:3]1([CH3:8])[CH2:4][O:1][CH2:2]1. The catalyst class is: 1. (3) The catalyst class is: 12. Product: [N+:9]([C:5]1[CH:4]=[CH:3][C:2]([C:12]2[CH:17]=[CH:16][CH:15]=[CH:14][CH:13]=2)=[CH:7][C:6]=1[NH2:8])([O-:11])=[O:10]. Reactant: Cl[C:2]1[CH:3]=[CH:4][C:5]([N+:9]([O-:11])=[O:10])=[C:6]([NH2:8])[CH:7]=1.[C:12]1(B(O)O)[CH:17]=[CH:16][CH:15]=[CH:14][CH:13]=1.C1C=CC(P(C2C(C3C(P(C4C=CC=CC=4)C4C=CC=CC=4)=CC=C4C=3C=CC=C4)=C3C(C=CC=C3)=CC=2)C2C=CC=CC=2)=CC=1.C(=O)([O-])[O-].[K+].[K+]. (4) The catalyst class is: 1. Product: [CH2:10]1[C:9]2([CH2:22][CH2:23][NH:24][CH2:6][CH2:7][O:8]2)[CH2:14][CH2:13][N:12]([C:15]([O:17][C:18]([CH3:21])([CH3:20])[CH3:19])=[O:16])[CH2:11]1. Reactant: B.CSC.O=[C:6]1[NH:24][CH2:23][CH2:22][C:9]2([CH2:14][CH2:13][N:12]([C:15]([O:17][C:18]([CH3:21])([CH3:20])[CH3:19])=[O:16])[CH2:11][CH2:10]2)[O:8][CH2:7]1. (5) Reactant: C1(C)C=CC(S([O-])(=O)=O)=CC=1.[NH+]1C=CC=CC=1.[N:18]([CH2:21][C@H:22]([CH3:46])[C@H:23]([C@H:32]1[CH2:36][O:35]C(C)(C)[N:33]1[C:39]([O:41][C:42]([CH3:45])([CH3:44])[CH3:43])=[O:40])[O:24][Si:25]([C:28]([CH3:31])([CH3:30])[CH3:29])([CH3:27])[CH3:26])=[N+:19]=[N-:20].CCN(C(C)C)C(C)C.CC(OC(OC(OC(C)(C)C)=O)=O)(C)C. Product: [N:18]([CH2:21][C@H:22]([CH3:46])[C@@H:23]([O:24][Si:25]([C:28]([CH3:31])([CH3:30])[CH3:29])([CH3:26])[CH3:27])[C@H:32]([NH:33][C:39](=[O:40])[O:41][C:42]([CH3:45])([CH3:43])[CH3:44])[CH2:36][OH:35])=[N+:19]=[N-:20]. The catalyst class is: 14.